From a dataset of Reaction yield outcomes from USPTO patents with 853,638 reactions. Predict the reaction yield, written as a fraction of the theoretical maximum amount of product (1.0 means a 100% yield; for example, 0.34 means a 34% yield). The reactants are [OH:1][C:2]1[CH:9]=[C:8]([CH3:10])[CH:7]=[CH:6][C:3]=1[C:4]#[N:5].[C:11](OC(=O)C)(=[O:13])[CH3:12].C(N(CC)CC)C. The catalyst is C(Cl)Cl. The product is [C:11]([O:1][C:2]1[CH:9]=[C:8]([CH3:10])[CH:7]=[CH:6][C:3]=1[C:4]#[N:5])(=[O:13])[CH3:12]. The yield is 0.970.